Dataset: Peptide-MHC class I binding affinity with 185,985 pairs from IEDB/IMGT. Task: Regression. Given a peptide amino acid sequence and an MHC pseudo amino acid sequence, predict their binding affinity value. This is MHC class I binding data. (1) The peptide sequence is MQQSGDEAF. The MHC is HLA-A26:01 with pseudo-sequence HLA-A26:01. The binding affinity (normalized) is 0.0847. (2) The peptide sequence is IGKMNKHYK. The MHC is HLA-A02:03 with pseudo-sequence HLA-A02:03. The binding affinity (normalized) is 0.0847. (3) The peptide sequence is KGAVDLSHFL. The MHC is HLA-B35:03 with pseudo-sequence HLA-B35:03. The binding affinity (normalized) is 0. (4) The peptide sequence is IPQSLDSYWTSL. The MHC is HLA-A30:01 with pseudo-sequence HLA-A30:01. The binding affinity (normalized) is 0. (5) The peptide sequence is LSRNSTHEM. The MHC is HLA-A30:01 with pseudo-sequence HLA-A30:01. The binding affinity (normalized) is 0.569. (6) The peptide sequence is LMDENTYAM. The MHC is HLA-C12:03 with pseudo-sequence HLA-C12:03. The binding affinity (normalized) is 1.00.